Task: Binary Classification. Given a T-cell receptor sequence (or CDR3 region) and an epitope sequence, predict whether binding occurs between them.. Dataset: TCR-epitope binding with 47,182 pairs between 192 epitopes and 23,139 TCRs The epitope is CTELKLSDY. The TCR CDR3 sequence is CASSQDWGLNYEQYF. Result: 0 (the TCR does not bind to the epitope).